This data is from Forward reaction prediction with 1.9M reactions from USPTO patents (1976-2016). The task is: Predict the product of the given reaction. (1) Given the reactants [NH2:1][N:2]1[N:11]=[C:10]([C:12]2[CH:17]=[CH:16][C:15]([CH3:18])=[CH:14][CH:13]=2)[C:9]2[C:4](=[CH:5][CH:6]=[CH:7][CH:8]=2)[C:3]1=[O:19].[C:20]12([CH2:30][C:31](O)=[O:32])[CH2:29][CH:24]3[CH2:25][CH:26]([CH2:28][CH:22]([CH2:23]3)[CH2:21]1)[CH2:27]2, predict the reaction product. The product is: [C:20]12([CH2:30][C:31]([NH:1][N:2]3[N:11]=[C:10]([C:12]4[CH:13]=[CH:14][C:15]([CH3:18])=[CH:16][CH:17]=4)[C:9]4[C:4](=[CH:5][CH:6]=[CH:7][CH:8]=4)[C:3]3=[O:19])=[O:32])[CH2:27][CH:26]3[CH2:25][CH:24]([CH2:23][CH:22]([CH2:28]3)[CH2:21]1)[CH2:29]2. (2) Given the reactants C(O)(C(F)(F)F)=O.C(OC([N:15](C(OC(C)(C)C)=O)[C:16]1[N:17]=[CH:18][C:19]([C:33]2[CH:38]=[CH:37][C:36]([S:39]([CH:42]3[CH2:47][CH2:46][CH2:45][N:44](C(OC(C)(C)C)=O)[CH2:43]3)(=[O:41])=[O:40])=[CH:35][CH:34]=2)=[N:20][C:21]=1[C:22]1[O:26][N:25]=[C:24]([C:27]2[CH:32]=[CH:31][CH:30]=[CH:29][CH:28]=2)[CH:23]=1)=O)(C)(C)C, predict the reaction product. The product is: [C:27]1([C:24]2[CH:23]=[C:22]([C:21]3[C:16]([NH2:15])=[N:17][CH:18]=[C:19]([C:33]4[CH:34]=[CH:35][C:36]([S:39]([CH:42]5[CH2:47][CH2:46][CH2:45][NH:44][CH2:43]5)(=[O:41])=[O:40])=[CH:37][CH:38]=4)[N:20]=3)[O:26][N:25]=2)[CH:28]=[CH:29][CH:30]=[CH:31][CH:32]=1. (3) Given the reactants [Cl:1][C:2]1[C:3]([CH3:33])=[N:4][O:5][C:6]=1[NH:7][S:8]([C:11]1[CH:15]=[CH:14][S:13][C:12]=1[C:16]1([CH2:22][C:23]2[C:31]([CH3:32])=[CH:30][C:26]3[CH2:27][O:28][CH2:29][C:25]=3[CH:24]=2)SCCCS1)(=[O:10])=[O:9].CO.O.[O:37]1CCCC1, predict the reaction product. The product is: [Cl:1][C:2]1[C:3]([CH3:33])=[N:4][O:5][C:6]=1[NH:7][S:8]([C:11]1[CH:15]=[CH:14][S:13][C:12]=1[C:16](=[O:37])[CH2:22][C:23]1[C:31]([CH3:32])=[CH:30][C:26]2[CH2:27][O:28][CH2:29][C:25]=2[CH:24]=1)(=[O:10])=[O:9]. (4) Given the reactants Cl[C:2]1[N:7]=[C:6]([CH2:8][C:9]([O:11][CH2:12][CH3:13])=[O:10])[C:5]([CH3:14])=[CH:4][CH:3]=1.C([O-])([O-])=O.[Na+].[Na+].[CH3:21][O:22][C:23]1[CH:28]=[CH:27][C:26](B(O)O)=[CH:25][CH:24]=1.O1CCOCC1, predict the reaction product. The product is: [CH3:21][O:22][C:23]1[CH:28]=[CH:27][C:26]([C:2]2[N:7]=[C:6]([CH2:8][C:9]([O:11][CH2:12][CH3:13])=[O:10])[C:5]([CH3:14])=[CH:4][CH:3]=2)=[CH:25][CH:24]=1.